From a dataset of Reaction yield outcomes from USPTO patents with 853,638 reactions. Predict the reaction yield, written as a fraction of the theoretical maximum amount of product (1.0 means a 100% yield; for example, 0.34 means a 34% yield). (1) The reactants are F[P-](F)(F)(F)(F)F.N1(O[P+](N(C)C)(N(C)C)N(C)C)C2C=CC=C[C:11]=2N=N1.[CH:28]1([CH2:34][C@H:35]([N:39]2[CH2:47][C:46]3[C:41](=[CH:42][CH:43]=[CH:44][CH:45]=3)[C:40]2=[O:48])[C:36]([OH:38])=O)[CH2:33][CH2:32][CH2:31][CH2:30][CH2:29]1.[NH2:49][C:50]1[CH:55]=[C:54](C)[CH:53]=[CH:52][N:51]=1.C1(C[C@H](N2CC3C(=CC=CC=3)C2=O)C(NC2SC=CN=2)=O)CCCCC1. No catalyst specified. The product is [CH:28]1([CH2:34][C@H:35]([N:39]2[CH2:47][C:46]3[C:41](=[CH:42][CH:43]=[CH:44][CH:45]=3)[C:40]2=[O:48])[C:36]([NH:49][C:50]2[CH:55]=[CH:54][C:53]([CH3:11])=[CH:52][N:51]=2)=[O:38])[CH2:29][CH2:30][CH2:31][CH2:32][CH2:33]1. The yield is 0.300. (2) The reactants are [F:1][CH2:2][C:3]([C:7]1[CH:11]=[C:10]([NH:12][C:13](=[O:21])OC2C=CC=CC=2)[O:9][N:8]=1)([CH3:6])[CH2:4][F:5].[CH3:22][O:23][C:24]1[CH:25]=[C:26]2[C:31](=[CH:32][C:33]=1[O:34][CH3:35])[N:30]=[CH:29][N:28]=[C:27]2[O:36][C:37]1[CH:38]=[C:39]([CH:41]=[CH:42][CH:43]=1)[NH2:40].C(N(CC)C(C)C)(C)C. The catalyst is C1COCC1. The product is [F:5][CH2:4][C:3]([C:7]1[CH:11]=[C:10]([NH:12][C:13]([NH:40][C:39]2[CH:41]=[CH:42][CH:43]=[C:37]([O:36][C:27]3[C:26]4[C:31](=[CH:32][C:33]([O:34][CH3:35])=[C:24]([O:23][CH3:22])[CH:25]=4)[N:30]=[CH:29][N:28]=3)[CH:38]=2)=[O:21])[O:9][N:8]=1)([CH3:6])[CH2:2][F:1]. The yield is 0.580. (3) The reactants are Cl[C:2]1[C:11]2[C:6](=[CH:7][C:8]([F:15])=[C:9]([N+:12]([O-:14])=[O:13])[CH:10]=2)[N:5]=[CH:4][N:3]=1.[Cl:16][C:17]1[CH:18]=[C:19]([CH:21]=[CH:22][C:23]=1[O:24][CH2:25][C:26]1[CH:31]=[CH:30][CH:29]=[C:28]([F:32])[CH:27]=1)[NH2:20]. The catalyst is C(O)(C)C. The product is [Cl:16][C:17]1[CH:18]=[C:19]([NH:20][C:2]2[C:11]3[C:6](=[CH:7][C:8]([F:15])=[C:9]([N+:12]([O-:14])=[O:13])[CH:10]=3)[N:5]=[CH:4][N:3]=2)[CH:21]=[CH:22][C:23]=1[O:24][CH2:25][C:26]1[CH:31]=[CH:30][CH:29]=[C:28]([F:32])[CH:27]=1. The yield is 0.701. (4) The product is [CH:6]([N:10]1[C:18]2[CH:17]=[C:16]([Cl:19])[N:15]=[CH:14][C:13]=2[C:12]([NH:20][CH2:21][CH2:22][NH:23][C:3](=[O:4])[CH2:2][Cl:1])=[N:11]1)([CH2:8][CH3:9])[CH3:7]. The yield is 0.620. The reactants are [Cl:1][CH2:2][C:3](Cl)=[O:4].[CH:6]([N:10]1[C:18]2[CH:17]=[C:16]([Cl:19])[N:15]=[CH:14][C:13]=2[C:12]([NH:20][CH2:21][CH2:22][NH2:23])=[N:11]1)([CH2:8][CH3:9])[CH3:7].C(N(CC)CC)C. The catalyst is ClCCl.